Task: Binary Classification. Given a miRNA mature sequence and a target amino acid sequence, predict their likelihood of interaction.. Dataset: Experimentally validated miRNA-target interactions with 360,000+ pairs, plus equal number of negative samples (1) The miRNA is hsa-miR-4638-5p with sequence ACUCGGCUGCGGUGGACAAGU. The protein sequence of the target gene is MLRRLLERPCTLALLVGSQLAVMMYLSLGGFRSLSALFGRDQGPTFDYSHPRDVYSNLSHLPGAPGGPPAPQGLPYCPERSPLLVGPVSVSFSPVPSLAEIVERNPRVEPGGRYRPAGCEPRSRTAIIVPHRAREHHLRLLLYHLHPFLQRQQLAYGIYVIHQAGNGTFNRAKLLNVGVREALRDEEWDCLFLHDVDLLPENDHNLYVCDPRGPRHVAVAMNKFGYSLPYPQYFGGVSALTPDQYLKMNGFPNEYWGWGGEDDDIATRVRLAGMKISRPPTSVGHYKMVKHRGDKGNEEN.... Result: 0 (no interaction). (2) The miRNA is hsa-miR-571 with sequence UGAGUUGGCCAUCUGAGUGAG. The protein sequence of the target gene is MARQDRLRELLGPLHPYKSDDEEEDCAQEEEGEQEEEFVDAEELCSGGIKAGSLPGRARVSIPDEYTKEKCTVYGRFPLKGPWWRVKVQVLKPQRSRSYQVQGFPAYFLQVDMSPPDQKQICSLFLKECNLASERIQEFLKWVEKVSSFENLHFENLWETLRLFYRETEKKDKKLSTPREQQGEEMRVEKSFAFISAMVALQFPKVMEFLPSLFPRHFKRLISSSSDWVLGCIEDVLGTQPWKLGFRRITYREMKLVRCEASWTAFSQCPSLLQLMTPLQKNALVIYSKLRQTCREDGHT.... Result: 0 (no interaction). (3) The miRNA is hsa-miR-7855-5p with sequence UUGGUGAGGACCCCAAGCUCGG. The protein sequence of the target gene is MSVSGLKAELKFLASIFDKNHERFRIVSWKLDELHCQFLVPQQGSPHSLPPPLTLHCNITESYPSSSPIWFVDSEDPNLTSVLERLEDTKNNNLLRQQLKWLICELCSLYNLPKHLDVEMLDQPLPTGQNGTTEEVTSEEEEEEEEMAEDIEDLDHYEMKEEEPISGKKSEDEGIEKENLAILEKIRKTQRQDHLNGAVSGSVQASDRLMKELRDIYRSQSYKTGIYSVELINDSLYDWHVKLQKVDPDSPLHSDLQILKEKEGIEYILLNFSFKDNFPFDPPFVRVVLPVLSGGYVLGG.... Result: 0 (no interaction). (4) The miRNA is hsa-miR-548x-5p with sequence UGCAAAAGUAAUUGCAGUUUUUG. The protein sequence of the target gene is MKDVDNLKSIKEEWVCETGSDNQPLGNNQQSNCEYFVDSLFEEAQKVSSKCVSPAEQKKQVDVNIKLWKNGFTVNDDFRSYSDGASQQFLNSIKKGELPSELQGIFDKEEVDVKVEDKKNEICLSTKPVFQPFSGQGHRLGSATPKIVSKAKNIEVENKNNLSAVPLNNLEPITNIQIWLANGKRIVQKFNITHRVSHIKDFIEKYQGSQRSPPFSLATALPVLRLLDETLTLEEADLQNAVIIQRLQKTASFRELSEH. Result: 1 (interaction). (5) The miRNA is hsa-miR-4662a-5p with sequence UUAGCCAAUUGUCCAUCUUUAG. The protein sequence of the target gene is MSAAQGWDRNRRRGGGAAGAGGGGSGAGGGSGGSGGRGTGQLNRFVQLSGRPHLPGKKKIRWDPVRRRFIQSCPIIRIPNRFLRGHRPPPARSGHRCVADNTNLYVFGGYNPDYDESGGPDNEDYPLFRELWRYHFATGVWHQMGTDGYMPRELASMSLVLHGNNLLVFGGTGIPFGESNGNDVHVCNVKYKRWALLSCRGKKPSRIYGQAMAIINGSLYVFGGTTGYIYSTDLHKLDLNTREWTQLKPNNLSCDLPEERYRHEIAHDGQRIYILGGGTSWTAYSLNKIHAYNLETNAWE.... Result: 1 (interaction). (6) The miRNA is mmu-miR-669j with sequence UGCAUAUACUCACAUGCAAACA. The protein sequence of the target gene is MLAARLVCLRTLPSRVFHPAFTKASPVVKNSITKNQWLLTPSREYATKTRIGIRRGRTGQELKEAALEPSMEKIFKIDQMGRWFVAGGAAVGLGALCYYGLGLSNEIGAIEKAVIWPQYVKDRIHSTYMYLAGSIGLTALSAIAISRTPVLMNFMMRGSWVTIGVTFAAMVGAGMLVRSIPYDQSPGPKHLAWLLHSGVMGAVVAPLTILGGPLLIRAAWYTAGIVGGLSTVAMCAPSEKFLNMGAPLGVGLGLVFVSSLGSMFLPPTTVAGATLYSVAMYGGLVLFSMFLLYDTQKVIK.... Result: 0 (no interaction).